Dataset: CYP2C19 inhibition data for predicting drug metabolism from PubChem BioAssay. Task: Regression/Classification. Given a drug SMILES string, predict its absorption, distribution, metabolism, or excretion properties. Task type varies by dataset: regression for continuous measurements (e.g., permeability, clearance, half-life) or binary classification for categorical outcomes (e.g., BBB penetration, CYP inhibition). Dataset: cyp2c19_veith. The molecule is O=C(CCCCCN1C(=O)c2ccccc2C1=O)NCc1ccccn1. The result is 0 (non-inhibitor).